Dataset: Forward reaction prediction with 1.9M reactions from USPTO patents (1976-2016). Task: Predict the product of the given reaction. Given the reactants C([O:3][C:4]([C:6]1[CH:10]=[C:9]([C:11]2[O:12][CH:13]=[CH:14][CH:15]=2)[O:8][N:7]=1)=O)C.[BH4-].[Na+], predict the reaction product. The product is: [O:12]1[CH:13]=[CH:14][CH:15]=[C:11]1[C:9]1[O:8][N:7]=[C:6]([CH2:4][OH:3])[CH:10]=1.